Dataset: Forward reaction prediction with 1.9M reactions from USPTO patents (1976-2016). Task: Predict the product of the given reaction. Given the reactants [Cr](O[Cr]([O-])(=O)=O)([O-])(=O)=[O:2].[NH+]1C=CC=CC=1.[NH+]1C=CC=CC=1.[F:22][C:23]1[CH:24]=[C:25]([CH:37]=[CH:38][C:39]=1[F:40])[CH2:26][O:27][CH2:28][CH2:29][CH2:30][CH2:31][CH2:32][CH2:33][CH2:34][CH2:35][OH:36], predict the reaction product. The product is: [F:22][C:23]1[CH:24]=[C:25]([CH:37]=[CH:38][C:39]=1[F:40])[CH2:26][O:27][CH2:28][CH2:29][CH2:30][CH2:31][CH2:32][CH2:33][CH2:34][C:35]([OH:2])=[O:36].